Dataset: Catalyst prediction with 721,799 reactions and 888 catalyst types from USPTO. Task: Predict which catalyst facilitates the given reaction. Reactant: [Cl:1][C:2]1[CH:7]=[CH:6][C:5]([O:8]C)=[CH:4][C:3]=1[C:10]1[CH:20]=[C:19]([CH3:21])[C:13]2[N:14]=[C:15]([NH2:18])[N:16]=[N:17][C:12]=2[CH:11]=1.B(Br)(Br)Br. Product: [NH2:18][C:15]1[N:16]=[N:17][C:12]2[CH:11]=[C:10]([C:3]3[CH:4]=[C:5]([OH:8])[CH:6]=[CH:7][C:2]=3[Cl:1])[CH:20]=[C:19]([CH3:21])[C:13]=2[N:14]=1. The catalyst class is: 2.